Dataset: Catalyst prediction with 721,799 reactions and 888 catalyst types from USPTO. Task: Predict which catalyst facilitates the given reaction. (1) Reactant: C[Si]([N-][Si](C)(C)C)(C)C.[Na+].C(OC([N:18]1[C:22]([NH2:23])=[CH:21][C:20]([CH2:24][CH2:25][C:26]2[CH:31]=[C:30]([O:32][CH3:33])[CH:29]=[C:28]([O:34][CH3:35])[CH:27]=2)=[N:19]1)=O)(C)(C)C.[NH2:36][CH:37]([CH3:49])[CH2:38][C:39]1[CH:48]=[CH:47][C:42]([C:43](OC)=[O:44])=[CH:41][CH:40]=1. Product: [NH2:36][CH:37]([CH3:49])[CH2:38][C:39]1[CH:48]=[CH:47][C:42]([C:43]([NH:23][C:22]2[CH:21]=[C:20]([CH2:24][CH2:25][C:26]3[CH:27]=[C:28]([O:34][CH3:35])[CH:29]=[C:30]([O:32][CH3:33])[CH:31]=3)[NH:19][N:18]=2)=[O:44])=[CH:41][CH:40]=1. The catalyst class is: 1. (2) The catalyst class is: 2. Product: [C:12]([O:11][C:9](=[O:10])[NH:27][CH:22]1[CH2:21][CH2:20][C:19]2[C:24](=[CH:25][CH:26]=[C:17]([Br:16])[CH:18]=2)[CH2:23]1)([CH3:13])([CH3:14])[CH3:15]. Reactant: [C:9](O[C:9]([O:11][C:12]([CH3:15])([CH3:14])[CH3:13])=[O:10])([O:11][C:12]([CH3:15])([CH3:14])[CH3:13])=[O:10].[Br:16][C:17]1[CH:18]=[C:19]2[C:24](=[CH:25][CH:26]=1)[CH2:23][CH:22]([NH2:27])[CH2:21][CH2:20]2. (3) Reactant: C[Si](C)(C)[C:3]#[C:4][C:5]([C:8]1[N:9]=[N:10][N:11]([CH2:13][O:14][CH2:15][CH2:16][Si:17]([CH3:20])([CH3:19])[CH3:18])[CH:12]=1)([OH:7])[CH3:6].C(=O)([O-])[O-].[K+].[K+].CO.Cl. Product: [CH3:20][Si:17]([CH3:18])([CH3:19])[CH2:16][CH2:15][O:14][CH2:13][N:11]1[CH:12]=[C:8]([C:5]([OH:7])([C:4]#[CH:3])[CH3:6])[N:9]=[N:10]1. The catalyst class is: 4. (4) Reactant: [C:1]([CH:3]1[CH2:8][CH2:7][N:6]([C:9]([O:11][C:12]([CH3:15])([CH3:14])[CH3:13])=[O:10])[CH2:5][CH2:4]1)#[N:2].[CH3:16][Si]([N-][Si](C)(C)C)(C)C.[Li+].IC. Product: [C:12]([O:11][C:9]([N:6]1[CH2:7][CH2:8][C:3]([C:1]#[N:2])([CH3:16])[CH2:4][CH2:5]1)=[O:10])([CH3:15])([CH3:14])[CH3:13]. The catalyst class is: 1. (5) Reactant: Cl[C:2]1[CH:8]=C(C#CC)C(N)=C(F)[CH:3]=1.[Cl:13][C:14]1[CH:20]=[C:19]([S:21]([CH3:24])(=[O:23])=[O:22])[CH:18]=[C:17](I)[C:15]=1[NH2:16].C#CC. Product: [Cl:13][C:14]1[CH:20]=[C:19]([S:21]([CH3:24])(=[O:23])=[O:22])[CH:18]=[C:17]([C:3]#[C:2][CH3:8])[C:15]=1[NH2:16]. The catalyst class is: 205. (6) Reactant: [C:1]([O:5][C:6]([N:8]1[CH2:12][CH2:11][CH2:10][C@H:9]1[CH2:13][NH:14][C:15]1[C:16]([O:25][C:26]2[CH:31]=[CH:30][C:29]([O:32][CH3:33])=[CH:28][CH:27]=2)=[N:17][C:18]([C:21](=[NH:24])[NH:22][OH:23])=[N:19][CH:20]=1)=[O:7])([CH3:4])([CH3:3])[CH3:2].[C:34](N1C=CN=C1)(N1C=CN=C1)=[O:35].N12CCCN=C1CCCCC2. Product: [C:1]([O:5][C:6]([N:8]1[CH2:12][CH2:11][CH2:10][C@H:9]1[CH2:13][NH:14][C:15]1[C:16]([O:25][C:26]2[CH:31]=[CH:30][C:29]([O:32][CH3:33])=[CH:28][CH:27]=2)=[N:17][C:18]([C:21]2[NH:24][C:34](=[O:35])[O:23][N:22]=2)=[N:19][CH:20]=1)=[O:7])([CH3:4])([CH3:3])[CH3:2]. The catalyst class is: 23. (7) Reactant: [CH3:1][N:2]1[C:10]2[C:5](=[CH:6][CH:7]=[C:8]([NH:11][C:12]3[C:13]4[CH:36]=[CH:35][NH:34][C:14]=4[N:15]=[C:16]([NH:18][C:19]4[CH:24]=[CH:23][C:22]([N:25]5[CH2:30][CH2:29][N:28](C(=O)C)[CH2:27][CH2:26]5)=[CH:21][CH:20]=4)[N:17]=3)[CH:9]=2)[CH:4]=[N:3]1.[OH-].[K+].CC(O)=O. Product: [CH3:1][N:2]1[C:10]2[C:5](=[CH:6][CH:7]=[C:8]([NH:11][C:12]3[C:13]4[CH:36]=[CH:35][NH:34][C:14]=4[N:15]=[C:16]([NH:18][C:19]4[CH:24]=[CH:23][C:22]([N:25]5[CH2:30][CH2:29][NH:28][CH2:27][CH2:26]5)=[CH:21][CH:20]=4)[N:17]=3)[CH:9]=2)[CH:4]=[N:3]1. The catalyst class is: 12. (8) Reactant: [CH3:1][C:2]1[NH:3][CH:4]=[C:5]([C:7]#[N:8])[N:6]=1.[I:9]N1C(=O)CCC1=O. Product: [I:9][C:4]1[NH:3][C:2]([CH3:1])=[N:6][C:5]=1[C:7]#[N:8]. The catalyst class is: 10.